From a dataset of Catalyst prediction with 721,799 reactions and 888 catalyst types from USPTO. Predict which catalyst facilitates the given reaction. (1) Product: [CH2:25]([SH:11]([CH2:12][C:13]1[NH:14][CH:15]=[C:16]([C:18]2[CH:23]=[CH:22][CH:21]=[CH:20][CH:19]=2)[N:17]=1)[C:9]1[N:10]=[C:6]2[CH:5]=[C:4]([CH3:24])[CH:3]=[C:2]([CH3:1])[N:7]2[N:8]=1)[C:26]1[CH:31]=[CH:30][CH:29]=[CH:28][CH:27]=1. The catalyst class is: 3. Reactant: [CH3:1][C:2]1[N:7]2[N:8]=[C:9]([S:11][CH2:12][C:13]3[NH:14][CH:15]=[C:16]([C:18]4[CH:23]=[CH:22][CH:21]=[CH:20][CH:19]=4)[N:17]=3)[N:10]=[C:6]2[CH:5]=[C:4]([CH3:24])[CH:3]=1.[CH2:25](Br)[C:26]1[CH:31]=[CH:30][CH:29]=[CH:28][CH:27]=1.C(=O)([O-])[O-].[K+].[K+]. (2) Reactant: [Br:1][C:2]1[CH:9]=[C:8](F)[C:5]([CH:6]=O)=[C:4]([F:11])[CH:3]=1.[CH3:12][O:13][C:14](=[O:17])[CH2:15][SH:16]. Product: [CH3:12][O:13][C:14]([C:15]1[S:16][C:8]2[CH:9]=[C:2]([Br:1])[CH:3]=[C:4]([F:11])[C:5]=2[CH:6]=1)=[O:17]. The catalyst class is: 10. (3) Reactant: [Br:1][C:2]1[CH:3]=[CH:4][C:5]([CH3:11])=[C:6]([CH:10]=1)[C:7](O)=[O:8].C(Cl)(=O)C([Cl:15])=O. Product: [Br:1][C:2]1[CH:3]=[CH:4][C:5]([CH3:11])=[C:6]([CH:10]=1)[C:7]([Cl:15])=[O:8]. The catalyst class is: 120. (4) Reactant: C([O:8][C:9]1[C:10]([C:25]([NH:27][OH:28])=[O:26])=[N:11][CH:12]=[C:13]([C:16](=[O:24])[C:17]2[CH:22]=[CH:21][C:20]([F:23])=[CH:19][CH:18]=2)[C:14]=1[CH3:15])C1C=CC=CC=1. Product: [F:23][C:20]1[CH:19]=[CH:18][C:17]([C:16]([C:13]2[C:14]([CH3:15])=[C:9]([OH:8])[C:10]([C:25]([NH:27][OH:28])=[O:26])=[N:11][CH:12]=2)=[O:24])=[CH:22][CH:21]=1. The catalyst class is: 19. (5) Reactant: [Cl:1][C:2]1[CH:3]=[CH:4][N:5]2[CH:10]=[C:9]([CH2:11][CH3:12])[NH:8][C:7](=[O:13])[C:6]=12.[F:14][C:15]1[CH:16]=[C:17](B(O)O)[CH:18]=[CH:19][CH:20]=1.N1C=CC=CC=1. Product: [Cl:1][C:2]1[CH:3]=[CH:4][N:5]2[CH:10]=[C:9]([CH2:11][CH3:12])[N:8]([C:19]3[CH:18]=[CH:17][CH:16]=[C:15]([F:14])[CH:20]=3)[C:7](=[O:13])[C:6]=12. The catalyst class is: 749. (6) Reactant: [O:1]1[CH:5]=[CH:4][C:3]([C:6]2[CH:11]=[C:10]([C:12]3[S:13][CH:14]=[CH:15][CH:16]=3)[NH:9][C:8](=[O:17])[C:7]=2[C:18]#[N:19])=[CH:2]1.N1C=CC=CC=1.[S:26](O[S:26]([C:29]([F:32])([F:31])[F:30])(=[O:28])=[O:27])([C:29]([F:32])([F:31])[F:30])(=[O:28])=[O:27]. Product: [C:18]([C:7]1[C:8]([O:17][S:26]([C:29]([F:32])([F:31])[F:30])(=[O:28])=[O:27])=[N:9][C:10]([C:12]2[S:13][CH:14]=[CH:15][CH:16]=2)=[CH:11][C:6]=1[C:3]1[CH:4]=[CH:5][O:1][CH:2]=1)#[N:19]. The catalyst class is: 22.